Dataset: Forward reaction prediction with 1.9M reactions from USPTO patents (1976-2016). Task: Predict the product of the given reaction. (1) The product is: [Cl:25][CH2:26][CH2:27][CH2:28][S:29]([N:2]1[CH2:7][CH2:6][CH:5]([C:8]2[C:16]3[C:11](=[C:12]([C:22]([NH2:24])=[O:23])[CH:13]=[C:14]([C:17]4[S:18][CH:19]=[CH:20][CH:21]=4)[CH:15]=3)[NH:10][N:9]=2)[CH2:4][CH2:3]1)(=[O:31])=[O:30]. Given the reactants Cl.[NH:2]1[CH2:7][CH2:6][CH:5]([C:8]2[C:16]3[C:11](=[C:12]([C:22]([NH2:24])=[O:23])[CH:13]=[C:14]([C:17]4[S:18][CH:19]=[CH:20][CH:21]=4)[CH:15]=3)[NH:10][N:9]=2)[CH2:4][CH2:3]1.[Cl:25][CH2:26][CH2:27][CH2:28][S:29](Cl)(=[O:31])=[O:30], predict the reaction product. (2) Given the reactants [Br:1][C:2]1[S:6][C:5]2=[N:7][C:8]([C:10]([NH:12][C:13]3[C:18]([OH:19])=[CH:17][C:16]([O:20][CH3:21])=[CH:15][C:14]=3[OH:22])=O)=[CH:9][N:4]2[N:3]=1.C(O)(C(F)(F)F)=O, predict the reaction product. The product is: [Br:1][C:2]1[S:6][C:5]2=[N:7][C:8]([C:10]3[O:22][C:14]4[C:13](=[C:18]([OH:19])[CH:17]=[C:16]([O:20][CH3:21])[CH:15]=4)[N:12]=3)=[CH:9][N:4]2[N:3]=1. (3) Given the reactants Br[CH2:2][C:3]([CH:5]1[CH2:7][CH2:6]1)=O.[NH2:8][C:9]([NH2:11])=[S:10], predict the reaction product. The product is: [CH:5]1([C:3]2[N:8]=[C:9]([NH2:11])[S:10][CH:2]=2)[CH2:7][CH2:6]1. (4) Given the reactants [CH2:1]([N:8]1[C:16]2[C:15](=[O:17])[NH:14][C:13](=[O:18])[N:12]([CH3:19])[C:11]=2[N:10]=[CH:9]1)[C:2]1[CH:7]=[CH:6][CH:5]=[CH:4][CH:3]=1.[H-].[Na+].[C:22]([O:25][C@@H:26]([CH3:32])[CH2:27][CH2:28][CH2:29][CH2:30]Br)(=[O:24])[CH3:23], predict the reaction product. The product is: [C:22]([O:25][C@@H:26]([CH3:32])[CH2:27][CH2:28][CH2:29][CH2:30][N:14]1[C:15](=[O:17])[C:16]2[N:8]([CH2:1][C:2]3[CH:7]=[CH:6][CH:5]=[CH:4][CH:3]=3)[CH:9]=[N:10][C:11]=2[N:12]([CH3:19])[C:13]1=[O:18])(=[O:24])[CH3:23]. (5) Given the reactants [OH:1][C:2]1[CH:11]=[CH:10][CH:9]=[C:8]2[C:3]=1[CH2:4][CH2:5][N:6]([C:12]([O:14][C:15]([CH3:18])([CH3:17])[CH3:16])=[O:13])[CH2:7]2.C(=O)([O-])[O-].[Cs+].[Cs+].FC(F)(F)S(O[CH2:31][C:32]([F:35])([F:34])[F:33])(=O)=O, predict the reaction product. The product is: [F:33][C:32]([F:35])([F:34])[CH2:31][O:1][C:2]1[CH:11]=[CH:10][CH:9]=[C:8]2[C:3]=1[CH2:4][CH2:5][N:6]([C:12]([O:14][C:15]([CH3:18])([CH3:17])[CH3:16])=[O:13])[CH2:7]2. (6) Given the reactants [CH2:1]([O:3][C:4](=[O:32])[CH2:5][NH:6][CH2:7][C:8]1[CH:13]=[CH:12][CH:11]=[C:10]([O:14][CH2:15][C:16]2[N:17]=[C:18]([C:22]3[CH:27]=[CH:26][C:25]([C:28]([F:31])([F:30])[F:29])=[CH:24][CH:23]=3)[O:19][C:20]=2[CH3:21])[CH:9]=1)[CH3:2].[C:33]([N:43]([S:45](Cl)(=[O:47])=[O:46])[CH3:44])(=[O:42])[C:34]1[CH:39]=[CH:38][C:37]([O:40][CH3:41])=[CH:36][CH:35]=1.C(N(CC)CC)C, predict the reaction product. The product is: [CH2:1]([O:3][C:4](=[O:32])[CH2:5][N:6]([S:45]([N:43]([C:33](=[O:42])[C:34]1[CH:39]=[CH:38][C:37]([O:40][CH3:41])=[CH:36][CH:35]=1)[CH3:44])(=[O:46])=[O:47])[CH2:7][C:8]1[CH:13]=[CH:12][CH:11]=[C:10]([O:14][CH2:15][C:16]2[N:17]=[C:18]([C:22]3[CH:23]=[CH:24][C:25]([C:28]([F:31])([F:30])[F:29])=[CH:26][CH:27]=3)[O:19][C:20]=2[CH3:21])[CH:9]=1)[CH3:2].